Dataset: Full USPTO retrosynthesis dataset with 1.9M reactions from patents (1976-2016). Task: Predict the reactants needed to synthesize the given product. (1) Given the product [Cl:25][CH2:24][CH2:23][CH2:22][CH2:21][N:10]1[CH:11]=[CH:12][C:7]([C:1]2[CH:2]=[CH:3][CH:4]=[CH:5][CH:6]=2)=[N:8][C:9]1=[O:13], predict the reactants needed to synthesize it. The reactants are: [C:1]1([C:7]2[CH:12]=[CH:11][N:10]=[C:9]([OH:13])[N:8]=2)[CH:6]=[CH:5][CH:4]=[CH:3][CH:2]=1.C([O-])([O-])=O.[K+].[K+].Br[CH2:21][CH2:22][CH2:23][CH2:24][Cl:25]. (2) Given the product [C:20]([C:24]1[CH:28]=[C:27]([C:29]([O:31][CH2:32][CH3:33])=[O:30])[N:26]([C:7]2[CH:6]=[C:5]3[C:10](=[CH:9][CH:8]=2)[N:1]=[CH:2][CH:3]=[CH:4]3)[N:25]=1)([CH3:23])([CH3:21])[CH3:22], predict the reactants needed to synthesize it. The reactants are: [N:1]1[C:10]2[C:5](=[CH:6][C:7](B(O)O)=[CH:8][CH:9]=2)[CH:4]=[CH:3][CH:2]=1.N1C=CC=CC=1.[C:20]([C:24]1[CH:28]=[C:27]([C:29]([O:31][CH2:32][CH3:33])=[O:30])[NH:26][N:25]=1)([CH3:23])([CH3:22])[CH3:21]. (3) Given the product [F:1][C:2]1[CH:3]=[C:4]([CH:16]=[CH:17][CH:18]=1)[O:5][C:6]1[N:11]=[CH:10][C:9]([CH:12]([NH:25][S@@:23]([C:20]([CH3:22])([CH3:21])[CH3:19])=[O:24])[CH3:13])=[CH:8][C:7]=1[CH3:15], predict the reactants needed to synthesize it. The reactants are: [F:1][C:2]1[CH:3]=[C:4]([CH:16]=[CH:17][CH:18]=1)[O:5][C:6]1[N:11]=[CH:10][C:9]([C:12](=O)[CH3:13])=[CH:8][C:7]=1[CH3:15].[CH3:19][C:20]([S@:23]([NH2:25])=[O:24])([CH3:22])[CH3:21]. (4) Given the product [CH2:1]([O:8][CH2:9][CH:10]1[CH2:12][N:11]1[CH2:23][C:24]([O:26][CH3:27])=[O:25])[C:2]1[CH:7]=[CH:6][CH:5]=[CH:4][CH:3]=1, predict the reactants needed to synthesize it. The reactants are: [CH2:1]([O:8][CH2:9][CH:10]1[CH2:12][NH:11]1)[C:2]1[CH:7]=[CH:6][CH:5]=[CH:4][CH:3]=1.C(N(CC)C(C)C)(C)C.Br[CH2:23][C:24]([O:26][CH2:27]C)=[O:25].